This data is from CYP2C19 inhibition data for predicting drug metabolism from PubChem BioAssay. The task is: Regression/Classification. Given a drug SMILES string, predict its absorption, distribution, metabolism, or excretion properties. Task type varies by dataset: regression for continuous measurements (e.g., permeability, clearance, half-life) or binary classification for categorical outcomes (e.g., BBB penetration, CYP inhibition). Dataset: cyp2c19_veith. (1) The compound is CN1CCN(c2ncnc3ccc(-c4ccccc4C(F)(F)F)cc23)CC1. The result is 1 (inhibitor). (2) The compound is CCOc1ccc(NC(=O)N2CCC(C(=O)c3ccc(F)cc3)CC2)cc1. The result is 1 (inhibitor).